Task: Predict the product of the given reaction.. Dataset: Forward reaction prediction with 1.9M reactions from USPTO patents (1976-2016) (1) Given the reactants [Br:1][C:2]1[N:3]=[C:4]([NH2:9])[C:5]([NH2:8])=[N:6][CH:7]=1.[CH:10](OCC)(OCC)OCC, predict the reaction product. The product is: [Br:1][C:2]1[N:3]=[C:4]2[N:9]=[CH:10][NH:8][C:5]2=[N:6][CH:7]=1. (2) Given the reactants [CH3:1][NH2:2].[NH2:3][C:4]([NH:6][C:7]1[NH:8][C:9]2[C:14]([C:15]=1[C:16]([NH2:18])=[O:17])=[CH:13][CH:12]=[C:11]([C:19]1[O:20][C:21]([CH:24]=O)=[CH:22][CH:23]=1)[CH:10]=2)=[O:5].[BH4-].[Na+], predict the reaction product. The product is: [NH2:3][C:4]([NH:6][C:7]1[NH:8][C:9]2[C:14]([C:15]=1[C:16]([NH2:18])=[O:17])=[CH:13][CH:12]=[C:11]([C:19]1[O:20][C:21]([CH2:24][NH:2][CH3:1])=[CH:22][CH:23]=1)[CH:10]=2)=[O:5]. (3) Given the reactants [Cl:1][C:2]1[CH:10]=[CH:9][CH:8]=[C:7]([F:11])[C:3]=1[C:4]([OH:6])=O.C(Cl)(=O)C(Cl)=O.[N+:18]([CH2:20][C:21]([O:23][CH3:24])=[O:22])#[C-:19].CCN(CC)CC, predict the reaction product. The product is: [CH3:24][O:23][C:21]([C:20]1[N:18]=[CH:19][O:6][C:4]=1[C:3]1[C:7]([F:11])=[CH:8][CH:9]=[CH:10][C:2]=1[Cl:1])=[O:22]. (4) The product is: [NH2:11][C:12]1[C:17]([C:18]([NH:20][CH3:21])=[O:19])=[N:16][C:15]([C:22]2[CH:30]=[CH:29][CH:28]=[C:24]([C:25]([NH:10][CH2:9][CH2:8][NH:7][C:1]3[CH:6]=[CH:5][CH:4]=[CH:3][CH:2]=3)=[O:26])[CH:23]=2)=[CH:14][N:13]=1. Given the reactants [C:1]1([NH:7][CH2:8][CH2:9][NH2:10])[CH:6]=[CH:5][CH:4]=[CH:3][CH:2]=1.[NH2:11][C:12]1[N:13]=[CH:14][C:15]([C:22]2[CH:23]=[C:24]([CH:28]=[CH:29][CH:30]=2)[C:25](O)=[O:26])=[N:16][C:17]=1[C:18]([NH:20][CH3:21])=[O:19], predict the reaction product. (5) Given the reactants [C:1]([C@H:5]1[CH2:10][CH2:9][C@H:8]([O:11][C:12]2[CH:13]=[C:14]3[C:19](=[CH:20][CH:21]=2)[N:18]=[C:17]([CH3:22])[CH:16]=[C:15]3C(F)(F)F)[CH2:7][CH2:6]1)([CH3:4])([CH3:3])[CH3:2].[Br:27]C1C2C(=CC=C(O)C=2)N=C(C)C=1, predict the reaction product. The product is: [Br:27][C:15]1[C:14]2[C:19](=[CH:20][CH:21]=[C:12]([O:11][C@H:8]3[CH2:9][CH2:10][C@H:5]([C:1]([CH3:4])([CH3:3])[CH3:2])[CH2:6][CH2:7]3)[CH:13]=2)[N:18]=[C:17]([CH3:22])[CH:16]=1. (6) Given the reactants [CH3:1][C:2]1[C:3]([OH:11])=[C:4]([CH3:10])[C:5]([CH3:9])=[C:6]([CH:8]=1)[OH:7].[CH3:12][C:13]([CH3:18])=[CH:14][C:15](O)=[O:16].CS(O)(=O)=O, predict the reaction product. The product is: [OH:11][C:3]1[C:2]([CH3:1])=[C:8]2[C:6](=[C:5]([CH3:9])[C:4]=1[CH3:10])[O:7][C:15](=[O:16])[CH2:14][C:13]2([CH3:18])[CH3:12]. (7) Given the reactants [N+:1]([C:4]1[CH:5]=[C:6]2[C:10](=[CH:11][CH:12]=1)[CH2:9][C:8]1([C:16](=[O:17])[NH:15][C:14](=[O:18])[NH:13]1)[CH2:7]2)([O-])=O, predict the reaction product. The product is: [NH2:1][C:4]1[CH:5]=[C:6]2[C:10](=[CH:11][CH:12]=1)[CH2:9][C:8]1([C:16](=[O:17])[NH:15][C:14](=[O:18])[NH:13]1)[CH2:7]2.